Dataset: Reaction yield outcomes from USPTO patents with 853,638 reactions. Task: Predict the reaction yield, written as a fraction of the theoretical maximum amount of product (1.0 means a 100% yield; for example, 0.34 means a 34% yield). The reactants are [Cl:1][C:2]1[CH:10]=[CH:9][C:8]([N:11]2[C:15]([CH3:16])=[CH:14][C:13]([CH3:17])=[N:12]2)=[CH:7][C:3]=1[C:4](O)=[O:5].C([N:20](C(C)C)C(C)C)C.ClC(OC(C)C)=O.N.O1CCOCC1. The catalyst is ClCCl. The product is [Cl:1][C:2]1[CH:10]=[CH:9][C:8]([N:11]2[C:15]([CH3:16])=[CH:14][C:13]([CH3:17])=[N:12]2)=[CH:7][C:3]=1[C:4]([NH2:20])=[O:5]. The yield is 0.719.